The task is: Regression. Given a peptide amino acid sequence and an MHC pseudo amino acid sequence, predict their binding affinity value. This is MHC class I binding data.. This data is from Peptide-MHC class I binding affinity with 185,985 pairs from IEDB/IMGT. (1) The peptide sequence is NYADRKWCF. The MHC is HLA-A24:02 with pseudo-sequence HLA-A24:02. The binding affinity (normalized) is 0.411. (2) The peptide sequence is SLDQTHIKTI. The MHC is HLA-A02:03 with pseudo-sequence HLA-A02:03. The binding affinity (normalized) is 0.752. (3) The peptide sequence is RPQLWRYRW. The MHC is HLA-B15:01 with pseudo-sequence HLA-B15:01. The binding affinity (normalized) is 0.0847. (4) The peptide sequence is VAFLRFLTI. The MHC is HLA-B51:01 with pseudo-sequence HLA-B51:01. The binding affinity (normalized) is 0.941. (5) The peptide sequence is RPKQAWCWF. The MHC is HLA-B53:01 with pseudo-sequence HLA-B53:01. The binding affinity (normalized) is 0. (6) The peptide sequence is TDSGPKANII. The MHC is Mamu-A11 with pseudo-sequence Mamu-A11. The binding affinity (normalized) is 0.105. (7) The peptide sequence is FPMAVKLFI. The MHC is HLA-B83:01 with pseudo-sequence HLA-B83:01. The binding affinity (normalized) is 0.299. (8) The peptide sequence is SQVLQQSTY. The MHC is HLA-A33:01 with pseudo-sequence HLA-A33:01. The binding affinity (normalized) is 0.